This data is from Cav3 T-type calcium channel HTS with 100,875 compounds. The task is: Binary Classification. Given a drug SMILES string, predict its activity (active/inactive) in a high-throughput screening assay against a specified biological target. The molecule is O=C1NCCc2c1[nH]c1c2cccc1. The result is 0 (inactive).